This data is from Full USPTO retrosynthesis dataset with 1.9M reactions from patents (1976-2016). The task is: Predict the reactants needed to synthesize the given product. Given the product [CH2:12]([N:19]1[CH2:24][CH2:23][C:22]([CH2:37][NH:38][C:8](=[O:10])[CH3:9])([N:25]2[CH2:26][CH2:27][N:28]([C:31]3[CH:36]=[CH:35][N:34]=[CH:33][CH:32]=3)[CH2:29][CH2:30]2)[CH2:21][CH2:20]1)[C:13]1[CH:18]=[CH:17][CH:16]=[CH:15][CH:14]=1, predict the reactants needed to synthesize it. The reactants are: C(N(CC)CC)C.[C:8](Cl)(=[O:10])[CH3:9].[CH2:12]([N:19]1[CH2:24][CH2:23][C:22]([CH2:37][NH2:38])([N:25]2[CH2:30][CH2:29][N:28]([C:31]3[CH:36]=[CH:35][N:34]=[CH:33][CH:32]=3)[CH2:27][CH2:26]2)[CH2:21][CH2:20]1)[C:13]1[CH:18]=[CH:17][CH:16]=[CH:15][CH:14]=1.O.